Dataset: Forward reaction prediction with 1.9M reactions from USPTO patents (1976-2016). Task: Predict the product of the given reaction. (1) Given the reactants C[Si]([N-][Si](C)(C)C)(C)C.[Li+].[C:11]([C:14]1[N:15]=[N:16][C:17]([CH3:20])=[CH:18][CH:19]=1)(=[O:13])[CH3:12].[C:21](OC)(=[O:26])[C:22]([O:24][CH3:25])=[O:23], predict the reaction product. The product is: [CH3:25][O:24][C:22](=[O:23])[C:21](=[O:26])[CH2:12][C:11]([C:14]1[N:15]=[N:16][C:17]([CH3:20])=[CH:18][CH:19]=1)=[O:13]. (2) Given the reactants [C:1]([C:5]1[CH:10]=[CH:9][CH:8]=[CH:7][C:6]=1[N:11]1[CH2:16][CH2:15][N:14]([C:17](=[O:32])[C:18]([NH:20][CH2:21][C:22]([O:24]CC2C=CC=CC=2)=[O:23])=[O:19])[CH2:13][CH2:12]1)([CH3:4])([CH3:3])[CH3:2], predict the reaction product. The product is: [C:1]([C:5]1[CH:10]=[CH:9][CH:8]=[CH:7][C:6]=1[N:11]1[CH2:12][CH2:13][N:14]([C:17](=[O:32])[C:18]([NH:20][CH2:21][C:22]([OH:24])=[O:23])=[O:19])[CH2:15][CH2:16]1)([CH3:4])([CH3:2])[CH3:3]. (3) Given the reactants C(N(CC)CC)C.Cl[C:9]([O:11][CH2:12][C:13]1[CH:18]=[CH:17][CH:16]=[CH:15][CH:14]=1)=[O:10].[F:19][C:20]1[CH:21]=[C:22]([CH2:28]C(O)=O)[CH:23]=[C:24]([F:27])[C:25]=1[F:26].O.C(=O)(O)[O-].[Na+], predict the reaction product. The product is: [F:19][C:20]1[CH:21]=[C:22]([CH2:28][C:9]([O:11][CH2:12][C:13]2[CH:18]=[CH:17][CH:16]=[CH:15][CH:14]=2)=[O:10])[CH:23]=[C:24]([F:27])[C:25]=1[F:26]. (4) Given the reactants [NH:1]1[C:5]2[CH:6]=[CH:7][CH:8]=[CH:9][C:4]=2[N:3]=[C:2]1[CH:10]([NH2:20])[CH2:11][C:12]1[CH:17]=[CH:16][C:15]([O:18][CH3:19])=[CH:14][CH:13]=1.[Cl:21][C:22]1[CH:23]=[C:24]([C@@H:28]([NH2:30])[CH3:29])[CH:25]=[CH:26][CH:27]=1.[C:31](O)(C(F)(F)F)=[O:32], predict the reaction product. The product is: [NH:1]1[C:5]2[CH:6]=[CH:7][CH:8]=[CH:9][C:4]=2[N:3]=[C:2]1[CH:10]([NH:20][C:31]([NH:30][C@H:28]([C:24]1[CH:25]=[CH:26][CH:27]=[C:22]([Cl:21])[CH:23]=1)[CH3:29])=[O:32])[CH2:11][C:12]1[CH:17]=[CH:16][C:15]([O:18][CH3:19])=[CH:14][CH:13]=1. (5) Given the reactants [CH2:1]([C:3]1[C:12]([OH:13])=[CH:11][C:10]2[C:5](=[CH:6][CH:7]=[N:8][CH:9]=2)[N:4]=1)[CH3:2].Cl[C:15]1[C:24]2[C:19](=[CH:20][C:21]([O:27][CH3:28])=[C:22]([O:25][CH3:26])[CH:23]=2)[N:18]=[CH:17][CH:16]=1.O, predict the reaction product. The product is: [CH3:26][O:25][C:22]1[CH:23]=[C:24]2[C:19](=[CH:20][C:21]=1[O:27][CH3:28])[N:18]=[CH:17][CH:16]=[C:15]2[O:13][C:12]1[C:3]([CH2:1][CH3:2])=[N:4][C:5]2[C:10]([CH:11]=1)=[CH:9][N:8]=[CH:7][CH:6]=2. (6) Given the reactants [CH:1](=[C:8]1/[CH2:9][N:10]([C:15]([C:28]2[CH:33]=[CH:32][CH:31]=[CH:30][CH:29]=2)([C:22]2[CH:27]=[CH:26][CH:25]=[CH:24][CH:23]=2)[C:16]2[CH:21]=[CH:20][CH:19]=[CH:18][CH:17]=2)[CH2:11][CH2:12][C:13]/1=[O:14])/[C:2]1[CH:7]=[CH:6][CH:5]=[CH:4][CH:3]=1.C(O)C.[BH4-].[Na+].[Cl-].[NH4+], predict the reaction product. The product is: [CH:1](=[C:8]1/[CH2:9][N:10]([C:15]([C:28]2[CH:33]=[CH:32][CH:31]=[CH:30][CH:29]=2)([C:22]2[CH:23]=[CH:24][CH:25]=[CH:26][CH:27]=2)[C:16]2[CH:17]=[CH:18][CH:19]=[CH:20][CH:21]=2)[CH2:11][CH2:12][CH:13]/1[OH:14])/[C:2]1[CH:3]=[CH:4][CH:5]=[CH:6][CH:7]=1. (7) Given the reactants [P:1]([O-:5])([O-:4])([O-:3])=[O:2].[Ca+2:6].P([O-])([O-])([O-])=[O:8].[Ca+2].[Ca+2].[S:14](=[O:18])(=[O:17])([OH:16])[OH:15], predict the reaction product. The product is: [P:1](=[O:2])([OH:5])([OH:4])[OH:3].[OH2:8].[OH2:15].[S:14]([O-:18])([O-:17])(=[O:16])=[O:15].[Ca+2:6]. (8) Given the reactants [C:1]([C@@H:3]1[CH2:6][C@H:5]([CH:7]([NH:9][C:10]([C:12]2[C:20]3[C:15](=[N:16][CH:17]=[C:18]([C:21]4[C:29]5[C:24](=[CH:25][C:26]([F:30])=[CH:27][CH:28]=5)[N:23]([CH3:31])[N:22]=4)[N:19]=3)[N:14](COCC[Si](C)(C)C)[CH:13]=2)=[O:11])[CH3:8])[CH2:4]1)#[N:2].C(O)(C(F)(F)F)=O.C(N)CN, predict the reaction product. The product is: [C:1]([C@@H:3]1[CH2:6][C@H:5]([CH:7]([NH:9][C:10]([C:12]2[C:20]3[C:15](=[N:16][CH:17]=[C:18]([C:21]4[C:29]5[C:24](=[CH:25][C:26]([F:30])=[CH:27][CH:28]=5)[N:23]([CH3:31])[N:22]=4)[N:19]=3)[NH:14][CH:13]=2)=[O:11])[CH3:8])[CH2:4]1)#[N:2].